From a dataset of Forward reaction prediction with 1.9M reactions from USPTO patents (1976-2016). Predict the product of the given reaction. (1) Given the reactants Br[C:2]1[N:3]([CH:29]([CH3:31])[CH3:30])[C:4]([CH:12]([C:22]2[CH:27]=[CH:26][C:25]([Cl:28])=[CH:24][CH:23]=2)[NH:13][C:14]2[CH:19]=[CH:18][C:17](=[O:20])[N:16]([CH3:21])[CH:15]=2)=[C:5]([C:7](OCC)=[O:8])[N:6]=1.[OH2:32].[OH-].[Na+], predict the reaction product. The product is: [Cl:28][C:25]1[CH:26]=[CH:27][C:22]([CH:12]2[C:4]3[N:3]([CH:29]([CH3:31])[CH3:30])[C:2]([C:5]4[CH:4]=[N:3][O:32][CH:7]=4)=[N:6][C:5]=3[C:7](=[O:8])[N:13]2[C:14]2[CH:19]=[CH:18][C:17](=[O:20])[N:16]([CH3:21])[CH:15]=2)=[CH:23][CH:24]=1. (2) Given the reactants [CH2:1]([C:8]1([OH:21])[CH2:13][CH2:12][N:11]([C:14]2[N:15]=[N:16][C:17]([I:20])=[CH:18][CH:19]=2)[CH2:10][CH2:9]1)[C:2]1[CH:7]=[CH:6][CH:5]=[CH:4][CH:3]=1.[F:22]C1C=CC=CC=1C[Mg]Br.O=C1CCN(C(OC(C)(C)C)=O)CC1.IC1N=NC(I)=CC=1, predict the reaction product. The product is: [F:22][C:7]1[CH:6]=[CH:5][CH:4]=[CH:3][C:2]=1[CH2:1][C:8]1([OH:21])[CH2:9][CH2:10][N:11]([C:14]2[N:15]=[N:16][C:17]([I:20])=[CH:18][CH:19]=2)[CH2:12][CH2:13]1.